From a dataset of Catalyst prediction with 721,799 reactions and 888 catalyst types from USPTO. Predict which catalyst facilitates the given reaction. (1) Reactant: Cl.C([O:4][C:5](=[O:23])[CH2:6][CH2:7][NH:8][C:9]1[N:14]=[C:13]([N:15]([O:17][CH3:18])[CH3:16])[N:12]=[C:11]([NH:19][CH2:20][C:21]#[CH:22])[N:10]=1)C.[NH4+].[OH-]. Product: [CH3:18][O:17][N:15]([C:13]1[N:12]=[C:11]([NH:19][CH2:20][C:21]#[CH:22])[N:10]=[C:9]([NH:8][CH2:7][CH2:6][C:5]([OH:23])=[O:4])[N:14]=1)[CH3:16]. The catalyst class is: 1. (2) Reactant: [C:1]([O:5][C:6](=[O:38])[C@@H:7]([NH:12][C:13](=[O:37])[CH2:14][CH2:15][CH2:16][CH2:17][CH2:18][CH2:19][CH2:20][CH2:21][CH2:22][CH2:23][CH2:24][CH2:25][CH2:26][CH2:27][CH2:28][CH2:29][C:30]([O:32][C:33]([CH3:36])([CH3:35])[CH3:34])=[O:31])[CH2:8][C:9]([OH:11])=O)([CH3:4])([CH3:3])[CH3:2].CCN(C(C)C)C(C)C.CN(C(ON1N=NC2C=CC=NC1=2)=[N+](C)C)C.F[P-](F)(F)(F)(F)F.[N:72]([CH2:75][CH2:76][O:77][CH2:78][CH2:79][O:80][CH2:81][CH2:82][O:83][CH2:84][CH2:85][O:86][CH2:87][CH2:88][O:89][CH2:90][CH2:91][O:92][CH2:93][CH2:94][O:95][CH2:96][CH2:97][O:98][CH2:99][CH2:100][O:101][CH2:102][CH2:103][O:104][CH2:105][CH2:106][O:107][CH2:108][CH2:109][NH2:110])=[N+:73]=[N-:74]. Product: [N:72]([CH2:75][CH2:76][O:77][CH2:78][CH2:79][O:80][CH2:81][CH2:82][O:83][CH2:84][CH2:85][O:86][CH2:87][CH2:88][O:89][CH2:90][CH2:91][O:92][CH2:93][CH2:94][O:95][CH2:96][CH2:97][O:98][CH2:99][CH2:100][O:101][CH2:102][CH2:103][O:104][CH2:105][CH2:106][O:107][CH2:108][CH2:109][NH:110][C:9](=[O:11])[CH2:8][C@@H:7]([C:6]([O:5][C:1]([CH3:2])([CH3:3])[CH3:4])=[O:38])[NH:12][C:13](=[O:37])[CH2:14][CH2:15][CH2:16][CH2:17][CH2:18][CH2:19][CH2:20][CH2:21][CH2:22][CH2:23][CH2:24][CH2:25][CH2:26][CH2:27][CH2:28][CH2:29][C:30]([O:32][C:33]([CH3:36])([CH3:35])[CH3:34])=[O:31])=[N+:73]=[N-:74]. The catalyst class is: 3. (3) Reactant: Br[C:2]1[C:3]([N:9]([CH2:16][CH:17]2[CH2:19][CH2:18]2)[CH2:10][CH2:11][C:12]([NH:14][CH3:15])=[O:13])=[N:4][C:5]([Cl:8])=[N:6][CH:7]=1.C(=O)([O-])[O-].[Cs+].[Cs+].CC1(C)C2C(=C(P(C3C=CC=CC=3)C3C=CC=CC=3)C=CC=2)OC2C(P(C3C=CC=CC=3)C3C=CC=CC=3)=CC=CC1=2. Product: [Cl:8][C:5]1[N:4]=[C:3]2[C:2]([N:14]([CH3:15])[C:12](=[O:13])[CH2:11][CH2:10][N:9]2[CH2:16][CH:17]2[CH2:19][CH2:18]2)=[CH:7][N:6]=1. The catalyst class is: 62. (4) Reactant: [C:1]([C:5]1[O:9][N:8]=[C:7]([NH:10][C:11]([NH:13][C:14]2[CH:19]=[CH:18][CH:17]=[C:16]([S:20][C:21]3[C:30]4[C:25](=[CH:26][C:27]([O:33][CH2:34][CH2:35][CH2:36]Cl)=[C:28]([O:31][CH3:32])[CH:29]=4)[N:24]=[CH:23][N:22]=3)[CH:15]=2)=[O:12])[CH:6]=1)([CH3:4])([CH3:3])[CH3:2].[CH3:38][N:39]1[CH2:44][CH2:43][NH:42][CH2:41][CH2:40]1.C(N(C(C)C)CC)(C)C. Product: [C:1]([C:5]1[O:9][N:8]=[C:7]([NH:10][C:11]([NH:13][C:14]2[CH:19]=[CH:18][CH:17]=[C:16]([S:20][C:21]3[C:30]4[C:25](=[CH:26][C:27]([O:33][CH2:34][CH2:35][CH2:36][N:42]5[CH2:43][CH2:44][N:39]([CH3:38])[CH2:40][CH2:41]5)=[C:28]([O:31][CH3:32])[CH:29]=4)[N:24]=[CH:23][N:22]=3)[CH:15]=2)=[O:12])[CH:6]=1)([CH3:4])([CH3:3])[CH3:2]. The catalyst class is: 589. (5) Reactant: [Cl:1][CH2:2][C:3](Cl)=[O:4].[NH2:6][C@@H:7]1[CH2:12][CH2:11][N:10]([C:13]2[C:14]([Cl:46])=[C:15]([NH:21][C:22]3[N:27]=[C:26]([N:28]([CH:38]4[CH2:40][CH2:39]4)[CH2:29][C:30]4[CH:35]=[CH:34][C:33]([O:36][CH3:37])=[CH:32][CH:31]=4)[C:25]4=[N:41][CH:42]=[C:43]([C:44]#[N:45])[N:24]4[N:23]=3)[CH:16]=[C:17]([C:19]#[N:20])[CH:18]=2)[CH2:9][C@H:8]1[O:47][Si:48]([C:51]([CH3:54])([CH3:53])[CH3:52])([CH3:50])[CH3:49].C(N(CC)CC)C. Product: [Si:48]([O:47][C@H:8]1[C@H:7]([NH:6][C:3](=[O:4])[CH2:2][Cl:1])[CH2:12][CH2:11][N:10]([C:13]2[CH:18]=[C:17]([C:19]#[N:20])[CH:16]=[C:15]([NH:21][C:22]3[N:27]=[C:26]([N:28]([CH:38]4[CH2:40][CH2:39]4)[CH2:29][C:30]4[CH:31]=[CH:32][C:33]([O:36][CH3:37])=[CH:34][CH:35]=4)[C:25]4=[N:41][CH:42]=[C:43]([C:44]#[N:45])[N:24]4[N:23]=3)[C:14]=2[Cl:46])[CH2:9]1)([C:51]([CH3:53])([CH3:54])[CH3:52])([CH3:49])[CH3:50]. The catalyst class is: 4. (6) Reactant: FC(F)(F)C(OC(=O)C(F)(F)F)=[O:4].[Cl:14][C:15]1[C:20]([C:21]2([F:25])[CH2:24][CH2:23][CH2:22]2)=[CH:19][CH:18]=[C:17]([CH3:26])[N+:16]=1[O-].[OH-].[Na+]. Product: [Cl:14][C:15]1[N:16]=[C:17]([CH2:26][OH:4])[CH:18]=[CH:19][C:20]=1[C:21]1([F:25])[CH2:24][CH2:23][CH2:22]1. The catalyst class is: 4. (7) Reactant: [OH2:1].[OH:1]N1[C:6]2[CH:11]=[CH:10][CH:10]=[CH:11][C:6]=2N=N1.[CH:12]([N:15](CC)[CH:16]([CH3:18])C)(C)[CH3:13].[F:21][C:22]1[CH:27]=[CH:26][CH:25]=[CH:24][C:23]=1[C:28]1[CH:29]=[N:30][C:31]([N:34]2[C:42]3[C:37](=[CH:38][CH:39]=[C:40]([C:43]([OH:45])=O)[CH:41]=3)[C:36](S(C)=O)=[CH:35]2)=[N:32][CH:33]=1. Product: [CH:10]1([C:36]2[C:37]3[C:42](=[CH:41][C:40]([C:43]([N:15]4[CH2:16][CH2:18][O:1][CH2:13][CH2:12]4)=[O:45])=[CH:39][CH:38]=3)[N:34]([C:31]3[N:32]=[CH:33][C:28]([C:23]4[CH:24]=[CH:25][CH:26]=[CH:27][C:22]=4[F:21])=[CH:29][N:30]=3)[CH:35]=2)[CH2:11][CH2:6]1. The catalyst class is: 4. (8) Reactant: [C:1]([O:5][C:6]([N:8]1[C:16]2[C:11](=[CH:12][CH:13]=[CH:14][CH:15]=2)[C:10](/[CH:17]=[CH:18]/[C:19](O)=[O:20])=[CH:9]1)=[O:7])([CH3:4])([CH3:3])[CH3:2].[CH:22]([NH:25][NH:26][C:27](=[O:34])[C:28]1[CH:33]=[CH:32][CH:31]=[CH:30][CH:29]=1)([CH3:24])[CH3:23].CN(C(ON1N=NC2C=CC=NC1=2)=[N+](C)C)C.F[P-](F)(F)(F)(F)F.C(N(CC)C(C)C)(C)C. Product: [C:27]([NH:26][N:25]([C:19](=[O:20])/[CH:18]=[CH:17]/[C:10]1[C:11]2[C:16](=[CH:15][CH:14]=[CH:13][CH:12]=2)[N:8]([C:6]([O:5][C:1]([CH3:3])([CH3:4])[CH3:2])=[O:7])[CH:9]=1)[CH:22]([CH3:24])[CH3:23])(=[O:34])[C:28]1[CH:33]=[CH:32][CH:31]=[CH:30][CH:29]=1. The catalyst class is: 31.